This data is from Peptide-MHC class I binding affinity with 185,985 pairs from IEDB/IMGT. The task is: Regression. Given a peptide amino acid sequence and an MHC pseudo amino acid sequence, predict their binding affinity value. This is MHC class I binding data. (1) The peptide sequence is VSLIAIIKGI. The MHC is Mamu-A01 with pseudo-sequence Mamu-A01. The binding affinity (normalized) is 0.172. (2) The peptide sequence is RERLSRMAI. The MHC is HLA-B40:01 with pseudo-sequence HLA-B40:01. The binding affinity (normalized) is 0.687. (3) The peptide sequence is VIPMFSAL. The MHC is HLA-A31:01 with pseudo-sequence HLA-A31:01. The binding affinity (normalized) is 0. (4) The peptide sequence is LGADSSIAY. The MHC is HLA-A29:02 with pseudo-sequence HLA-A29:02. The binding affinity (normalized) is 0.633. (5) The binding affinity (normalized) is 0.0847. The peptide sequence is RQADILRQF. The MHC is HLA-B35:01 with pseudo-sequence HLA-B35:01. (6) The peptide sequence is RPIQNVPGP. The MHC is HLA-A02:01 with pseudo-sequence HLA-A02:01. The binding affinity (normalized) is 0. (7) The peptide sequence is IRKPKHLYV. The MHC is HLA-A01:01 with pseudo-sequence HLA-A01:01. The binding affinity (normalized) is 0.0847.